Dataset: Full USPTO retrosynthesis dataset with 1.9M reactions from patents (1976-2016). Task: Predict the reactants needed to synthesize the given product. Given the product [Cl:19][C:3]1[CH:4]=[C:5]([O:6][C:7]2[C:12]3[NH:13][C:15]([CH3:16])=[CH:14][C:11]=3[N:10]=[CH:9][N:8]=2)[CH:17]=[CH:18][C:2]=1[NH2:1], predict the reactants needed to synthesize it. The reactants are: [NH2:1][C:2]1[CH:18]=[CH:17][C:5]([O:6][C:7]2[C:12]([NH2:13])=[C:11]([C:14]#[C:15][CH3:16])[N:10]=[CH:9][N:8]=2)=[CH:4][C:3]=1[Cl:19].CC(C)([O-])C.[K+].